Dataset: TCR-epitope binding with 47,182 pairs between 192 epitopes and 23,139 TCRs. Task: Binary Classification. Given a T-cell receptor sequence (or CDR3 region) and an epitope sequence, predict whether binding occurs between them. (1) The epitope is YLDAYNMMI. The TCR CDR3 sequence is CASSLGQTSTDTQYF. Result: 1 (the TCR binds to the epitope). (2) The epitope is LPAADLDDF. The TCR CDR3 sequence is CASSQPGLPYEQYF. Result: 1 (the TCR binds to the epitope). (3) The epitope is KLPDDFTGCV. The TCR CDR3 sequence is CASSLPGDPYEQYF. Result: 0 (the TCR does not bind to the epitope). (4) The epitope is RLRAEAQVK. The TCR CDR3 sequence is CASSRMGARDGYTF. Result: 1 (the TCR binds to the epitope). (5) The epitope is FLPRVFSAV. The TCR CDR3 sequence is CATSDLWGADEQFF. Result: 1 (the TCR binds to the epitope). (6) The epitope is MLNIPSINV. The TCR CDR3 sequence is CASSQGQYTGELFF. Result: 0 (the TCR does not bind to the epitope). (7) The epitope is IPIQASLPF. The TCR CDR3 sequence is CASSDVTSGAYNEQFF. Result: 1 (the TCR binds to the epitope). (8) The TCR CDR3 sequence is CASSSQGYGGAQHF. Result: 0 (the TCR does not bind to the epitope). The epitope is PROT_97E67BCC. (9) The epitope is DPFRLLQNSQVFS. The TCR CDR3 sequence is CASSLNIWDGDGNTIYF. Result: 1 (the TCR binds to the epitope). (10) The epitope is TSDLATNNLVVMAY. The TCR CDR3 sequence is CASTELNGGTQYF. Result: 0 (the TCR does not bind to the epitope).